From a dataset of Full USPTO retrosynthesis dataset with 1.9M reactions from patents (1976-2016). Predict the reactants needed to synthesize the given product. (1) Given the product [CH2:15]([C:13]1[S:12][C:10]2[N:11]=[C:6]([O:5][CH2:4][C:3]([OH:31])=[O:2])[N:7]=[C:8]([N:18]3[CH2:23][CH2:22][N:21]4[C:24]([C:27]([F:29])([F:28])[F:30])=[N:25][N:26]=[C:20]4[CH2:19]3)[C:9]=2[CH:14]=1)[CH2:16][CH3:17], predict the reactants needed to synthesize it. The reactants are: C[O:2][C:3](=[O:31])[CH2:4][O:5][C:6]1[N:7]=[C:8]([N:18]2[CH2:23][CH2:22][N:21]3[C:24]([C:27]([F:30])([F:29])[F:28])=[N:25][N:26]=[C:20]3[CH2:19]2)[C:9]2[CH:14]=[C:13]([CH2:15][CH2:16][CH3:17])[S:12][C:10]=2[N:11]=1.[OH-].[Na+].Cl. (2) Given the product [CH3:30][C:29]([CH3:32])([CH3:31])[CH2:28][C:11]1[CH:12]=[C:13]([O:16][CH2:17][C:18]2[CH:19]=[C:20]([CH2:24][CH2:25][C:26]([OH:34])=[O:27])[CH:21]=[CH:22][CH:23]=2)[CH:14]=[CH:15][C:10]=1[C:3]1[CH:4]=[C:5]([O:8][CH3:9])[CH:6]=[CH:7][C:2]=1[F:1], predict the reactants needed to synthesize it. The reactants are: [F:1][C:2]1[CH:7]=[CH:6][C:5]([O:8][CH3:9])=[CH:4][C:3]=1[C:10]1[CH:15]=[CH:14][C:13]([O:16][CH2:17][C:18]2[CH:19]=[C:20]([CH2:24][CH2:25][CH:26]=[O:27])[CH:21]=[CH:22][CH:23]=2)=[CH:12][C:11]=1[CH2:28][C:29]([CH3:32])([CH3:31])[CH3:30].P([O-])(O)(O)=[O:34].[Na+].Cl([O-])=O.[Na+].CC(=CC)C.Cl. (3) Given the product [CH3:9][O:10][C:11](=[O:35])[C@H:12]([NH:24][C:25]([O:27][CH2:28][C:29]1[CH:30]=[CH:31][CH:32]=[CH:33][CH:34]=1)=[O:26])[CH2:13][C:14]1[C:23]([Cl:1])=[CH:22][C:17]2[NH:18][C:19](=[O:21])[O:20][C:16]=2[CH:15]=1, predict the reactants needed to synthesize it. The reactants are: [Cl:1]N1C(=O)CCC1=O.[CH3:9][O:10][C:11](=[O:35])[C@H:12]([NH:24][C:25]([O:27][CH2:28][C:29]1[CH:34]=[CH:33][CH:32]=[CH:31][CH:30]=1)=[O:26])[CH2:13][C:14]1[CH:23]=[CH:22][C:17]2[NH:18][C:19](=[O:21])[O:20][C:16]=2[CH:15]=1. (4) The reactants are: [C:1]([NH:8][N:9]1[C:15](=[O:16])[CH2:14][C:13]2[CH:17]=[CH:18][CH:19]=[CH:20][C:12]=2[C:11]2[CH:21]=[CH:22][CH:23]=[CH:24][C:10]1=2)([O:3][C:4]([CH3:7])([CH3:6])[CH3:5])=[O:2].[C:25]([O:28][CH2:29]Br)(=O)[CH3:26].CN(C=[O:35])C. Given the product [C:1]([NH:8][N:9]1[C:15](=[O:16])[CH:14]([C:26](=[O:35])[CH2:25][O:28][CH3:29])[C:13]2[CH:17]=[CH:18][CH:19]=[CH:20][C:12]=2[C:11]2[CH:21]=[CH:22][CH:23]=[CH:24][C:10]1=2)([O:3][C:4]([CH3:7])([CH3:6])[CH3:5])=[O:2], predict the reactants needed to synthesize it. (5) Given the product [Cl:16][C:6]1[CH:7]=[C:8]([F:15])[C:9]([CH2:10][OH:11])=[CH:14][C:5]=1[S:2]([NH2:1])(=[O:3])=[O:4], predict the reactants needed to synthesize it. The reactants are: [NH2:1][S:2]([C:5]1[C:6]([Cl:16])=[CH:7][C:8]([F:15])=[C:9]([CH:14]=1)[C:10](OC)=[O:11])(=[O:4])=[O:3].[Cl-].[Cl-].[Ca+2].[BH4-].[Na+]. (6) Given the product [F:1][C:2]1[CH:3]=[C:4]([CH:8]2[CH2:9][CH2:10][C:11](=[O:12])[CH2:16][CH2:17]2)[CH:5]=[CH:6][CH:7]=1, predict the reactants needed to synthesize it. The reactants are: [F:1][C:2]1[CH:3]=[C:4]([CH:8]2[CH2:17][CH2:16][C:11]3(OCC[O:12]3)[CH2:10][CH2:9]2)[CH:5]=[CH:6][CH:7]=1.C(O)=O.O.